The task is: Predict the reactants needed to synthesize the given product.. This data is from Full USPTO retrosynthesis dataset with 1.9M reactions from patents (1976-2016). (1) Given the product [NH:1]1[CH2:6][CH2:5][CH2:4][C@@H:3]([CH2:7][NH:8][C:9](=[O:15])[O:10][C:11]([CH3:13])([CH3:12])[CH3:14])[CH2:2]1, predict the reactants needed to synthesize it. The reactants are: [NH:1]1[CH2:6][CH2:5][CH2:4][CH:3]([CH2:7][NH:8][C:9](=[O:15])[O:10][C:11]([CH3:14])([CH3:13])[CH3:12])[CH2:2]1.C(C(C(O)=O)(O)C(C(=O)C1C=CC(OC)=CC=1)(O)C(O)=O)(=O)C1C=CC(OC)=CC=1. (2) Given the product [C:11]([O:1][C:2]1[CH:3]=[C:4]([CH:8]=[CH:9][CH:10]=1)[C:5]([OH:7])=[O:6])(=[O:13])[CH3:12], predict the reactants needed to synthesize it. The reactants are: [OH:1][C:2]1[CH:3]=[C:4]([CH:8]=[CH:9][CH:10]=1)[C:5]([OH:7])=[O:6].[C:11](OC(=O)C)(=[O:13])[CH3:12].N1C=CC=CC=1.C(O)=O. (3) Given the product [CH3:11][CH2:12][CH2:13][CH2:14][CH2:6][CH2:5][CH2:4][CH:3]([OH:27])[CH2:2][C:1]([OH:10])=[O:9].[C:21]([OH:30])(=[O:29])[CH:22]=[CH:23][CH2:24][CH2:25][C:26]([OH:28])=[O:27], predict the reactants needed to synthesize it. The reactants are: [C:1]([OH:10])(=[O:9])/[CH:2]=[CH:3]/[CH:4]=[CH:5]/[C:6](O)=O.[C:11](O)(=O)[CH:12]=[CH:13][CH2:14]CC(O)=O.[C:21]([OH:30])(=[O:29])[CH2:22][CH2:23][CH2:24][CH2:25][C:26]([OH:28])=[O:27].